Predict the product of the given reaction. From a dataset of Forward reaction prediction with 1.9M reactions from USPTO patents (1976-2016). (1) The product is: [CH2:19]([O:18][CH:16]=[CH:17][C:3](=[O:4])[C:2]([F:7])([F:6])[CH:1]([F:9])[F:8])[CH2:20][CH2:21][CH3:22]. Given the reactants [CH:1]([F:9])([F:8])[C:2]([F:7])([F:6])[C:3](Cl)=[O:4].N1C=CC=CC=1.[CH:16]([O:18][CH2:19][CH2:20][CH2:21][CH3:22])=[CH2:17].O, predict the reaction product. (2) Given the reactants Cl.[NH2:2][C@@H:3]([CH2:7][CH2:8][CH2:9][CH2:10][CH2:11][C:12](=[O:23])[CH:13]([O:15][CH2:16][C:17]1[CH:22]=[CH:21][CH:20]=[CH:19][CH:18]=1)[CH3:14])[C:4]([OH:6])=[O:5].[OH-].[Na+].[C:26]([O:30][C:31](O[C:31]([O:30][C:26]([CH3:29])([CH3:28])[CH3:27])=[O:32])=[O:32])([CH3:29])([CH3:28])[CH3:27], predict the reaction product. The product is: [CH2:16]([O:15][CH:13]([CH3:14])[C:12](=[O:23])[CH2:11][CH2:10][CH2:9][CH2:8][CH2:7][C@H:3]([NH:2][C:31]([O:30][C:26]([CH3:29])([CH3:28])[CH3:27])=[O:32])[C:4]([OH:6])=[O:5])[C:17]1[CH:18]=[CH:19][CH:20]=[CH:21][CH:22]=1. (3) Given the reactants [C:1]([O:4][CH:5](C)[CH2:6][O:7]C)(=[O:3])[CH3:2].[C:10]1(=[O:16])CCCCC1.C1C2NC3C(=CC=CC=3)SC=2C=CC=1.C(C(C)=[O:34])C, predict the reaction product. The product is: [OH:3][CH:1]1[O:4][CH2:5][C@@H:6]([OH:7])[C@@H:10]([OH:16])[C@H:2]1[OH:34]. (4) Given the reactants C[O:2][C:3]([CH:5]1[CH2:10][CH2:9][CH:8]([CH2:11][NH:12][C:13]([N:15]2[CH2:19][C@@H:18]([CH2:20][C:21]([CH3:24])([CH3:23])[CH3:22])[C@@:17]([C:27]3[CH:32]=[CH:31][C:30]([Cl:33])=[CH:29][C:28]=3[F:34])([C:25]#[N:26])[C@H:16]2[C:35]2[CH:40]=[CH:39][CH:38]=[C:37]([Cl:41])[C:36]=2[F:42])=[O:14])[CH2:7][CH2:6]1)=[O:4].[Li+].[OH-], predict the reaction product. The product is: [Cl:41][C:37]1[C:36]([F:42])=[C:35]([C@@H:16]2[C@:17]([C:27]3[CH:32]=[CH:31][C:30]([Cl:33])=[CH:29][C:28]=3[F:34])([C:25]#[N:26])[C@H:18]([CH2:20][C:21]([CH3:23])([CH3:24])[CH3:22])[CH2:19][N:15]2[C:13]([NH:12][CH2:11][CH:8]2[CH2:7][CH2:6][CH:5]([C:3]([OH:4])=[O:2])[CH2:10][CH2:9]2)=[O:14])[CH:40]=[CH:39][CH:38]=1. (5) Given the reactants Br[C:2]1[CH:8]=[C:7]([N+:9]([O-:11])=[O:10])[C:6]([C:12]#[C:13][C:14]2[CH:19]=[CH:18][CH:17]=[CH:16][CH:15]=2)=[CH:5][C:3]=1[NH2:4].[CH3:20][Si:21]([C:24]#[CH:25])([CH3:23])[CH3:22].C(N(C(C)C)CC)(C)C, predict the reaction product. The product is: [N+:9]([C:7]1[CH:8]=[C:2]([C:25]#[C:24][Si:21]([CH3:23])([CH3:22])[CH3:20])[C:3]([NH2:4])=[CH:5][C:6]=1[C:12]#[C:13][C:14]1[CH:19]=[CH:18][CH:17]=[CH:16][CH:15]=1)([O-:11])=[O:10]. (6) Given the reactants [C:1]([O:5][C:6](=[O:24])[NH:7][C:8]1[CH:13]=[CH:12][C:11]([C:14]#[C:15][C:16]2[CH:21]=[CH:20][C:19]([F:22])=[CH:18][CH:17]=2)=[CH:10][C:9]=1[NH2:23])([CH3:4])([CH3:3])[CH3:2].C([O:29][C:30](=O)[CH2:31][C:32]([C:34]1[CH:39]=[CH:38][CH:37]=[C:36]([N:40]2[CH:44]=[C:43]([CH3:45])[N:42]=[CH:41]2)[CH:35]=1)=[O:33])(C)(C)C, predict the reaction product. The product is: [C:1]([O:5][C:6](=[O:24])[NH:7][C:8]1[CH:13]=[CH:12][C:11]([C:14]#[C:15][C:16]2[CH:17]=[CH:18][C:19]([F:22])=[CH:20][CH:21]=2)=[CH:10][C:9]=1[NH:23][C:30](=[O:29])[CH2:31][C:32]([C:34]1[CH:39]=[CH:38][CH:37]=[C:36]([N:40]2[CH:44]=[C:43]([CH3:45])[N:42]=[CH:41]2)[CH:35]=1)=[O:33])([CH3:4])([CH3:2])[CH3:3]. (7) Given the reactants [C:1]([OH:8])(=[O:7])/[CH:2]=[CH:3]\[C:4]([OH:6])=[O:5].CO.[CH3:11][NH:12][C@@H:13]1[CH2:22][C:21]2[C:16]3=[C:17]([NH:23][C:24](=[S:25])[N:15]3[CH2:14]1)[CH:18]=[CH:19][CH:20]=2, predict the reaction product. The product is: [C:1]([OH:8])(=[O:7])/[CH:2]=[CH:3]\[C:4]([OH:6])=[O:5].[CH3:11][NH:12][C@@H:13]1[CH2:22][C:21]2[C:16]3=[C:17]([NH:23][C:24](=[S:25])[N:15]3[CH2:14]1)[CH:18]=[CH:19][CH:20]=2.